Dataset: Experimentally validated miRNA-target interactions with 360,000+ pairs, plus equal number of negative samples. Task: Binary Classification. Given a miRNA mature sequence and a target amino acid sequence, predict their likelihood of interaction. (1) The miRNA is hsa-miR-6788-5p with sequence CUGGGAGAAGAGUGGUGAAGA. The protein sequence of the target gene is MAAPGGRGRSLSGLLPAQTSLEYALLDAVTQQEKDSLVYQYLQKVDGWEQDLSVPEFPEGLEWLNTEEPISVYKDLCGKIVVLDFFTYCCINCIHLLPDLHALEHTYSDKDGLLIIGVHSAKFPNEKVLDNIKSAVLRYNITHPMVNDADASLWQELEVSCWPTLVILGPRGNMLFSLIGEGHKDKLFLYTSIALKYYKDRGQIRDNKIGIKLYKDSLPPSPLLFPGKVTVDQVTDRLVIADTGHHRILVVWKNGQIQYSIGGPNPGRKDGIFSESTFNSPQGVAIMNNIIYVADTENHL.... Result: 1 (interaction). (2) The miRNA is hsa-miR-4661-5p with sequence AACUAGCUCUGUGGAUCCUGAC. The protein sequence of the target gene is MAASAAAAELQASGGPRHPVCLLVLGMAGSGKTTFVQRLTGHLHAQGTPPYVINLDPAVHEVPFPANIDIRDTVKYKEVMKQYGLGPNGGIVTSLNLFATRFDQVMKFIEKAQNMSKYVLIDTPGQIEVFTWSASGTIITEALASSFPTVVIYVMDTSRSTNPVTFMSNMLYACSILYKTKLPFIVVMNKTDIIDHSFAVEWMQDFEAFQDALNQETTYVSNLTRSMSLVLDEFYSSLRVVGVSAVLGTGLDELFVQVTSAAEEYEREYRPEYERLKKSLANAESQQQREQLERLRKDMG.... Result: 0 (no interaction). (3) The miRNA is hsa-miR-4684-5p with sequence CUCUCUACUGACUUGCAACAUA. The protein sequence of the target gene is MDGIIEQKSMLVHSKISDAGKRNGLINTRNLMAESRDGLVSVYPAPQYQSHRVGASTVPASLDSSRSEPMQQLLDPNTLQQSVESRYRPNIILYSEGVLRSWGDGVAADCCETTFIEDRSPTKDSLEYPDGKFIDLSADDIKIHTLSYDVEEEEEFQELESDYSSDTESEDNFLMMPPRDHLGLSVFSMLCCFWPLGIAAFYLSHETNKAVAKGDLHQASTSSRRALFLAVLSITIGTGVYVGVAVALIAYLSKNNHL. Result: 0 (no interaction). (4) The miRNA is hsa-miR-6499-5p with sequence UCGGGCGCAAGAGCACUGCAGU. Result: 0 (no interaction). The protein sequence of the target gene is MHSSALLCCLVFLAGVAASRDASTLSDSSCIHLPTSLPHMLRELRAAFGKVKTFFQMKDQLHSLLLTQSLLDDFKGYLGCQALSEMIQFYLEEVMPQAENHGPDIKEHVNSLGEKLKTLRLRLRRCHRFLPCENKSKAVEKVKRVFSELQERGVYKAMSEFDIFINYIETYMTTKMQK.